Dataset: Catalyst prediction with 721,799 reactions and 888 catalyst types from USPTO. Task: Predict which catalyst facilitates the given reaction. (1) Reactant: Br[CH:2]([CH3:9])[C:3](=O)[C:4]([O:6][CH3:7])=[O:5].[NH2:10][C:11]1[CH:16]=[CH:15][C:14]([N+:17]([O-:19])=[O:18])=[CH:13][N:12]=1. Product: [CH3:9][C:2]1[N:12]2[CH:13]=[C:14]([N+:17]([O-:19])=[O:18])[CH:15]=[CH:16][C:11]2=[N:10][C:3]=1[C:4]([O:6][CH3:7])=[O:5]. The catalyst class is: 13. (2) Reactant: [Br:1][C:2]1[CH:7]=[CH:6][CH:5]=[C:4]([N+:8]([O-:10])=[O:9])[C:3]=1[OH:11].CI.[C:14](=O)([O-])[O-].[K+].[K+]. Product: [Br:1][C:2]1[CH:7]=[CH:6][CH:5]=[C:4]([N+:8]([O-:10])=[O:9])[C:3]=1[O:11][CH3:14]. The catalyst class is: 21. (3) Reactant: [O:1]1[CH2:6][CH2:5][CH:4]([N:7]2[CH2:12][CH2:11][N:10]([C:13]3[CH:19]=[CH:18][C:16]([NH2:17])=[CH:15][CH:14]=3)[CH2:9][CH2:8]2)[CH2:3][CH2:2]1.N1C=CC(N2CCNCC2)=CC=1.C(=O)([O-])[O-].[K+].[K+].[Cl:38][C:39]1[N:44]=[C:43](Cl)[N:42]=[CH:41][N:40]=1. Product: [Cl:38][C:39]1[N:44]=[CH:43][N:42]=[C:41]([NH:17][C:16]2[CH:18]=[CH:19][C:13]([N:10]3[CH2:11][CH2:12][N:7]([CH:4]4[CH2:3][CH2:2][O:1][CH2:6][CH2:5]4)[CH2:8][CH2:9]3)=[CH:14][CH:15]=2)[N:40]=1. The catalyst class is: 4. (4) Reactant: [C:1]([O:5][C:6](=[O:54])[NH:7][CH2:8][C:9]1[CH:14]=[C:13]([NH:15][CH:16]([C:29]2[CH:34]=[C:33]([CH2:35][CH3:36])[CH:32]=[C:31]([O:37][CH2:38][CH2:39][O:40][Si](C(C)C)(C(C)C)C(C)C)[C:30]=2[F:51])[C:17]2[NH:21][C:20](=[O:22])[N:19]([C:23]3[N:28]=[CH:27][CH:26]=[CH:25][N:24]=3)[N:18]=2)[CH:12]=[CH:11][C:10]=1[C:52]#[N:53])([CH3:4])([CH3:3])[CH3:2].C1COCC1.[F-].C([N+](CCCC)(CCCC)CCCC)CCC.C(OCC)(=O)C. Product: [C:1]([O:5][C:6](=[O:54])[NH:7][CH2:8][C:9]1[CH:14]=[C:13]([NH:15][CH:16]([C:29]2[CH:34]=[C:33]([CH2:35][CH3:36])[CH:32]=[C:31]([O:37][CH2:38][CH2:39][OH:40])[C:30]=2[F:51])[C:17]2[NH:21][C:20](=[O:22])[N:19]([C:23]3[N:24]=[CH:25][CH:26]=[CH:27][N:28]=3)[N:18]=2)[CH:12]=[CH:11][C:10]=1[C:52]#[N:53])([CH3:2])([CH3:3])[CH3:4]. The catalyst class is: 6. (5) Reactant: [OH:1][C:2]1[CH:9]=[CH:8][CH:7]=[CH:6][C:3]=1[CH2:4][OH:5].[CH3:10][C:11]([CH3:13])=[CH2:12].FC(F)(F)S(O)(=O)=O. Product: [C:11]([O:1][C:2]1[CH:9]=[CH:8][CH:7]=[CH:6][C:3]=1[CH2:4][OH:5])([CH3:13])([CH3:12])[CH3:10]. The catalyst class is: 2.